Dataset: Catalyst prediction with 721,799 reactions and 888 catalyst types from USPTO. Task: Predict which catalyst facilitates the given reaction. (1) Reactant: [Cl:1][C:2]1[CH:7]=[CH:6][C:5]([C@H:8]([C@@H:12]([CH3:17])[C:13]([F:16])([F:15])[F:14])[C:9]([OH:11])=O)=[CH:4][CH:3]=1.[NH2:18][C:19]1[C:20]([CH3:34])=[C:21]([CH2:25][CH2:26][C:27]([O:29][C:30]([CH3:33])([CH3:32])[CH3:31])=[O:28])[CH:22]=[CH:23][CH:24]=1.F[P-](F)(F)(F)(F)F.N1(OC(N(C)C)=[N+](C)C)C2N=CC=CC=2N=N1.N1C=CC=CC=1. Product: [Cl:1][C:2]1[CH:3]=[CH:4][C:5]([C@H:8]([C@@H:12]([CH3:17])[C:13]([F:16])([F:15])[F:14])[C:9]([NH:18][C:19]2[C:20]([CH3:34])=[C:21]([CH2:25][CH2:26][C:27]([O:29][C:30]([CH3:32])([CH3:31])[CH3:33])=[O:28])[CH:22]=[CH:23][CH:24]=2)=[O:11])=[CH:6][CH:7]=1. The catalyst class is: 3. (2) Reactant: [H-].[Na+].[CH2:3]1[O:8][CH:7]([C:9]2[CH:14]=[CH:13][CH:12]=[CH:11][CH:10]=2)[O:6][CH2:5][CH:4]1[OH:15].Br[CH2:17][CH2:18][O:19][Si:20]([C:23]([CH3:26])([CH3:25])[CH3:24])([CH3:22])[CH3:21].[Cl-].[NH4+]. Product: [C:23]([Si:20]([CH3:22])([CH3:21])[O:19][CH2:18][CH2:17][O:15][CH:4]1[CH2:3][O:8][CH:7]([C:9]2[CH:14]=[CH:13][CH:12]=[CH:11][CH:10]=2)[O:6][CH2:5]1)([CH3:26])([CH3:25])[CH3:24]. The catalyst class is: 3. (3) Product: [CH2:1]([C@@:4]1([C:20]2[CH:25]=[CH:24][CH:23]=[CH:22][C:21]=2[F:26])[O:9][C:8](=[O:10])[N:7]([C@H:11]([C:13]2[CH:18]=[CH:17][C:16]([C:31]3[CH:32]=[CH:33][C:28]([F:27])=[CH:29][CH:30]=3)=[CH:15][CH:14]=2)[CH3:12])[CH2:6][CH2:5]1)[CH:2]=[CH2:3]. Reactant: [CH2:1]([C@@:4]1([C:20]2[CH:25]=[CH:24][CH:23]=[CH:22][C:21]=2[F:26])[O:9][C:8](=[O:10])[N:7]([C@H:11]([C:13]2[CH:18]=[CH:17][C:16](Br)=[CH:15][CH:14]=2)[CH3:12])[CH2:6][CH2:5]1)[CH:2]=[CH2:3].[F:27][C:28]1[CH:33]=[CH:32][C:31](B(O)O)=[CH:30][CH:29]=1.C([O-])([O-])=O.[Cs+].[Cs+]. The catalyst class is: 184. (4) Reactant: Cl[C:2]1[O:3][C:4]([CH2:14][CH2:15][CH2:16][O:17][C:18]2[CH:23]=[CH:22][CH:21]=[CH:20][C:19]=2[O:24][CH3:25])=[C:5]([C:7]2[CH:12]=[CH:11][C:10]([Cl:13])=[CH:9][CH:8]=2)[N:6]=1.[CH3:26][NH:27][CH2:28][CH2:29][OH:30].CC(=O)CC. Product: [Cl:13][C:10]1[CH:11]=[CH:12][C:7]([C:5]2[N:6]=[C:2]([N:27]([CH2:28][CH2:29][OH:30])[CH3:26])[O:3][C:4]=2[CH2:14][CH2:15][CH2:16][O:17][C:18]2[CH:23]=[CH:22][CH:21]=[CH:20][C:19]=2[O:24][CH3:25])=[CH:8][CH:9]=1. The catalyst class is: 6. (5) Reactant: [Cl:1][C:2]1[CH:7]=[CH:6][C:5]([SH:8])=[CH:4][CH:3]=1.[H-].[Na+].[F:11][C:12]1[CH:19]=[CH:18][CH:17]=[C:16](F)[C:13]=1[C:14]#[N:15]. Product: [Cl:1][C:2]1[CH:7]=[CH:6][C:5]([S:8][C:16]2[CH:17]=[CH:18][CH:19]=[C:12]([F:11])[C:13]=2[C:14]#[N:15])=[CH:4][CH:3]=1. The catalyst class is: 3. (6) Reactant: [NH2:1][C:2]1[CH:7]=[CH:6][CH:5]=[C:4]([F:8])[C:3]=1[CH3:9].[C:10](OC(=O)C)(=[O:12])[CH3:11]. Product: [F:8][C:4]1[C:3]([CH3:9])=[C:2]([NH:1][C:10](=[O:12])[CH3:11])[CH:7]=[CH:6][CH:5]=1. The catalyst class is: 2. (7) Reactant: [H-].[H-].[H-].[H-].[Li+].[Al+3].[Cl-].[Al+3].[Cl-].[Cl-].[Cl:11][C:12]1[O:16][C:15]([CH:17](O)[C:18]2[CH:25]=[CH:24][C:21]([C:22]#[N:23])=[CH:20][CH:19]=2)=[CH:14][CH:13]=1.N. Product: [Cl:11][C:12]1[O:16][C:15]([CH2:17][C:18]2[CH:19]=[CH:20][C:21]([CH2:22][NH2:23])=[CH:24][CH:25]=2)=[CH:14][CH:13]=1. The catalyst class is: 1. (8) Reactant: F[C:2]1[CH:20]=[CH:19][C:5]([C:6]([N:8]([CH2:14][C:15]([F:18])([F:17])[F:16])[CH2:9][C:10]([F:13])([F:12])[F:11])=[O:7])=[CH:4][C:3]=1[N+:21]([O-:23])=[O:22].[NH2:24][CH2:25][C:26]1[CH:31]=[CH:30][N:29]=[CH:28][CH:27]=1. Product: [N+:21]([C:3]1[CH:4]=[C:5]([CH:19]=[CH:20][C:2]=1[NH:24][CH2:25][C:26]1[CH:31]=[CH:30][N:29]=[CH:28][CH:27]=1)[C:6]([N:8]([CH2:14][C:15]([F:17])([F:18])[F:16])[CH2:9][C:10]([F:11])([F:12])[F:13])=[O:7])([O-:23])=[O:22]. The catalyst class is: 23.